This data is from Drug-target binding data from BindingDB using Ki measurements. The task is: Regression. Given a target protein amino acid sequence and a drug SMILES string, predict the binding affinity score between them. We predict pKi (pKi = -log10(Ki in M); higher means stronger inhibition). Dataset: bindingdb_ki. The drug is CNCC[C@H](Oc1cccc2ccccc12)c1cccs1. The target protein (P14600) has sequence MDNVLPMDSDLFPNISTNTSESNQFVQPTWQIVLWAAAYTVIVVTSVVGNVVVIWIILAHKRMRTVTNYFLVNLAFAEACMAAFNTVVNFTYAVHNVWYYGLFYCKFHNFFPIAALFASIYSMTAVAFDRYMAIIHPLQPRLSATATKVVIFVIWVLALLLAFPQGYYSTTETMPSRVVCMIEWPEHPNRTYEKAYHICVTVLIYFLPLLVIGYAYTVVGITLWASEIPGDSSDRYHEQVSAKRKVVKMMIVVVCTFAICWLPFHVFFLLPYINPDLYLKKFIQQVYLASMWLAMSSTMYNPIIYCCLNDRFRLGFKHAFRCCPFISAGDYEGLEMKSTRYLQTQSSVYKVSRLETTISTVVGAHEEEPEEGPKATPSSLDLTSNGSSRSNSKTMTESSSFYSNMLA. The pKi is 6.0.